The task is: Predict the reactants needed to synthesize the given product.. This data is from Full USPTO retrosynthesis dataset with 1.9M reactions from patents (1976-2016). (1) Given the product [NH2:8][C@H:9]1[CH2:14][CH2:13][CH2:12][CH2:11][C@H:10]1[NH:15][C:16]1[N:21]=[C:20]([C:22]2[CH:23]=[N:24][N:25]([CH3:27])[CH:26]=2)[C:19]2[C:28](=[O:38])[NH:29][CH2:30][C:18]=2[C:17]=1[F:39], predict the reactants needed to synthesize it. The reactants are: C(OC([NH:8][C@H:9]1[CH2:14][CH2:13][CH2:12][CH2:11][C@H:10]1[NH:15][C:16]1[N:21]=[C:20]([C:22]2[CH:23]=[N:24][N:25]([CH3:27])[CH:26]=2)[C:19]2[C:28](=[O:38])[N:29](C(OC(C)(C)C)=O)[CH2:30][C:18]=2[C:17]=1[F:39])=O)(C)(C)C.Cl. (2) Given the product [CH3:1][O:2][C:3]1[CH:8]=[C:7](/[CH:9]=[CH:32]/[C:33]([O:35][CH3:36])=[O:34])[CH:6]=[C:5]([O:11][CH3:12])[N:4]=1, predict the reactants needed to synthesize it. The reactants are: [CH3:1][O:2][C:3]1[CH:8]=[C:7]([CH:9]=O)[CH:6]=[C:5]([O:11][CH3:12])[N:4]=1.C1(P(=[CH:32][C:33]([O:35][CH3:36])=[O:34])(C2C=CC=CC=2)C2C=CC=CC=2)C=CC=CC=1.